From a dataset of Experimentally validated miRNA-target interactions with 360,000+ pairs, plus equal number of negative samples. Binary Classification. Given a miRNA mature sequence and a target amino acid sequence, predict their likelihood of interaction. (1) Result: 0 (no interaction). The protein sequence of the target gene is MGWIRGRRSRHSWEMSEFHNYNLDLKKSDFSTRWQKQRCPVVKSKCRENASPFFFCCFIAVAMGIRFIIMVAIWSAVFLNSLFNQEVQIPLTESYCGPCPKNWICYKNNCYQFFDESKNWYESQASCMSQNASLLKVYSKEDQDLLKLVKSYHWMGLVHIPTNGSWQWEDGSILSPNLLTIIEMQKGDCALYASSFKGYIENCSTPNTYICMQRTV. The miRNA is hsa-miR-6507-5p with sequence GAAGAAUAGGAGGGACUUUGU. (2) The miRNA is hsa-miR-3180-5p with sequence CUUCCAGACGCUCCGCCCCACGUCG. The protein sequence of the target gene is MATQRKHLVKDFNPYITCYICKGYLIKPTTVTECLHTFCKTCIVQHFEDSNDCPRCGNQVHETNPLEMLRLDNTLEEIIFKLVPGLREQELERESEFWKKNKPQENGQDDTSKADKPKVDEEGDENEDDKDYHRSDPQIAICLDCLRNNGQSGDNVVKGLMKKFIRCSTRVTVGTIKKFLSLKLKLPSSYELDVLCNGEIMGKDHTMEFIYMTRWRLRGENFRCLNCSASQVCSQDGPLYQSYPMVLQYRPRIDFG. Result: 0 (no interaction). (3) The miRNA is hsa-miR-511-5p with sequence GUGUCUUUUGCUCUGCAGUCA. The protein sequence of the target gene is MQGAQEASASEMLPLLLPLLWAGALAQERRFQLEGPESLTVQEGLCVLVPCRLPTTLPASYYGYGYWFLEGADVPVATNDPDEEVQEETRGRFHLLWDPRRKNCSLSIRDARRRDNAAYFFRLKSKWMKYGYTSSKLSVRVMALTHRPNISIPGTLESGHPSNLTCSVPWVCEQGTPPIFSWMSAAPTSLGPRTTQSSVLTITPRPQDHSTNLTCQVTFPGAGVTMERTIQLNVSYAPQKVAISIFQGNSAAFKILQNTSSLPVLEGQALRLLCDADGNPPAHLSWFQGFPALNATPISN.... Result: 0 (no interaction). (4) The miRNA is hsa-miR-1302 with sequence UUGGGACAUACUUAUGCUAAA. The protein sequence of the target gene is MASPEPRRGGDGAAQAARKTRVEANSPLPKNSGSLNEAEALNPEVTLSSEGSLNLEDILYLEDTGDLDETLYVQETEKAEEALYIEEAMQPDEALHVEEPGNPEETVCVEETTEPDRIQFVEGPVEPGKPTSPEHVVYEGETVTRAEKSNPEESLRAEQSPSMEENLSIEDLELLEGRFQQCVQAVAQLEEERDQLIHELVLLREPALQEVQQVHQDILAAYKLHAQAELERDGLREEIRLVKQKLFKVTKECVAYQYQLECRQQDVAQFADFREVLTTRATQLSEELAQLRDAYQKQKE.... Result: 1 (interaction). (5) The miRNA is hsa-miR-596 with sequence AAGCCUGCCCGGCUCCUCGGG. The protein sequence of the target gene is MDLCHPEPAELSSGETEELQRIKWHRKQLLEDIQKLKDEIADVFAQIDCFESAEESRMAQKEKELCIGRKKFNMDPAKGIQYFIEHKLLTPDVQDIARFLYKGEGLNKTAIGTYLGERDPINLQVLQAFVDCHEFANLNLVQALRQFLWSFRLPGEAQKIDRMMEAFATRYCLCNPGVFQSTDTCYVLSFSIIMLNTSLHNPNVRDRPPFERFVSMNRGINNGSDLPEDQLRNLFDSIKSEPFSIPEDDGNDLTHTFFNPDREGWLLKLGGRVKTWKRRWFILTDNCLYYFEFTTDKEPR.... Result: 0 (no interaction). (6) The miRNA is hsa-miR-6499-3p with sequence AGCAGUGUUUGUUUUGCCCACA. The protein sequence of the target gene is MMVESASETIRSAPSGQNGVGSLSGQADGSSGGATGTTASGTGREVTTGADSNGEMSPAELLHFQQQQALQVARQFLLQQASGLSSPGNNDSKQSASAVQVPVSVAMMSPQMLTPQQMQQILSPPQLQALLQQQQALMLQQLQEYYKKQQEQLHLQLLTQQQAGKPQPKEALGNKQLAFQQQLLQMQQLQQQHLLNLQRQGLVSLQPNQASGPLQTLPQAAVCPTDLPQLWKGEGAPGQPAEDSVKQEGLDLTGTAATATSFAAPPKVSPPLSHHTLPNGQPTVLTSRRDSSSHEETPGS.... Result: 1 (interaction). (7) Result: 1 (interaction). The miRNA is hsa-miR-7-5p with sequence UGGAAGACUAGUGAUUUUGUUGUU. The protein sequence of the target gene is MAETSEEVAVLVQRVVKDITNAFRRNPHIDEIGLIPCPEARYNRSPIVLVENKLGVESWCVKFLLPYVHNKLLLYRTRKQWLNRDELIDVTCTLLLLNPDFTTAWNVRKELILSGTLNPIKDLHLGKLALTKFPKSPETWIHRRWVLQQLIQETSLPSFVTKGNLGTIPTERAQRLIQEEMEVCGEAAGRYPSNYNAWSHRIWVLQHLAKLDVKILLDELSSTKHWASMHVSDHSGFHYRQFLLKSLISQTVIDSSVMEQNPLRSEPALVPPKDEEAAVSTEEPRINLPHLLEEEVEFST.... (8) The miRNA is hsa-miR-196b-3p with sequence UCGACAGCACGACACUGCCUUC. The protein sequence of the target gene is MAGLLALLGPAGRVGARVRPRATWLLGATAPCAPPPLALALLPPRLDARLLRTARGDCRGHQDPSQATGTTGSSVSCTEEKKQSKSQQLKKIFQEYGTVGVSLHIGISLISLGIFYMVVSSGVDMPAILLKLGFKESLVQSKMAAGTSTFVVAYAIHKLFAPVRISITLVSVPLIVRYFRKVGFFKPPAAKP. Result: 0 (no interaction). (9) The protein sequence of the target gene is MEPSSWSGSESPAENMERMSDSADKPIDNDAEGVWSPDIEQSFQEALAIYPPCGRRKIILSDEGKMYGRNELIARYIKLRTGKTRTRKQVSSHIQVLARRKSRDFHSKLKDQTAKDKALQHMAAMSSAQIVSATAIHNKLGLPGIPRPTFPGAPGFWPGMIQTGQPGSSQDVKPFVQQAYPIQPAVTAPIPGFEPASAPAPSVPAWQGRSIGTTKLRLVEFSAFLEQQRDPDSYNKHLFVHIGHANHSYSDPLLESVDIRQIYDKFPEKKGGLKELFGKGPQNAFFLVKFWADLNCNIQD.... Result: 0 (no interaction). The miRNA is hsa-miR-4533 with sequence UGGAAGGAGGUUGCCGGACGCU.